From a dataset of Catalyst prediction with 721,799 reactions and 888 catalyst types from USPTO. Predict which catalyst facilitates the given reaction. (1) Reactant: [Br:1][C:2]1[C:3]([C:12]2[S:13][C:14]3[CH:15]=[N:16][CH:17]=[CH:18][C:19]=3[N:20]=2)=[N:4][C:5](S(C)(=O)=O)=[N:6][CH:7]=1.[NH2:21][CH2:22][CH2:23][N:24]1[C:28]([CH3:30])([CH3:29])[C:27](=[O:31])[NH:26][C:25]1=[O:32].C(N(CC)C(C)C)(C)C. Product: [Br:1][C:2]1[C:3]([C:12]2[S:13][C:14]3[CH:15]=[N:16][CH:17]=[CH:18][C:19]=3[N:20]=2)=[N:4][C:5]([NH:21][CH2:22][CH2:23][N:24]2[C:28]([CH3:29])([CH3:30])[C:27](=[O:31])[NH:26][C:25]2=[O:32])=[N:6][CH:7]=1. The catalyst class is: 32. (2) The catalyst class is: 391. Reactant: [F:1][C:2]([F:16])([F:15])[C:3]1[CH:4]=[C:5]([CH2:13][OH:14])[CH:6]=[C:7]([C:9]([F:12])([F:11])[F:10])[CH:8]=1.Cl[CH2:18][C:19]1[CH:24]=[CH:23][CH:22]=[CH:21][C:20]=1[C:25]1[CH:30]=[CH:29][CH:28]=[CH:27][CH:26]=1.O.C(Cl)Cl. Product: [F:1][C:2]([F:15])([F:16])[C:3]1[CH:4]=[C:5]([CH:6]=[C:7]([C:9]([F:10])([F:11])[F:12])[CH:8]=1)[CH2:13][O:14][CH2:18][C:19]1[CH:24]=[CH:23][CH:22]=[CH:21][C:20]=1[C:25]1[CH:30]=[CH:29][CH:28]=[CH:27][CH:26]=1. (3) Reactant: [CH:1](=O)/[CH:2]=[CH:3]/[CH3:4].[F:6][C:7]1[CH:8]=[C:9]([CH:11]=[C:12]([F:14])[CH:13]=1)[NH2:10]. Product: [F:6][C:7]1[CH:13]=[C:12]([F:14])[CH:11]=[C:9]2[C:8]=1[CH:1]=[CH:2][C:3]([CH3:4])=[N:10]2. The catalyst class is: 126. (4) Reactant: [F:1][C:2]1[CH:7]=[C:6]([F:8])[CH:5]=[CH:4][C:3]=1[S:9](Cl)(=[O:11])=[O:10].[NH2:13][C:14]1[CH:15]=[C:16]([CH:26]=[CH:27][C:28]=1[O:29][CH3:30])[C:17]([NH:19][C:20]1[CH:25]=[CH:24][CH:23]=[CH:22][CH:21]=1)=[O:18]. Product: [F:1][C:2]1[CH:7]=[C:6]([F:8])[CH:5]=[CH:4][C:3]=1[S:9]([NH:13][C:14]1[CH:15]=[C:16]([CH:26]=[CH:27][C:28]=1[O:29][CH3:30])[C:17]([NH:19][C:20]1[CH:25]=[CH:24][CH:23]=[CH:22][CH:21]=1)=[O:18])(=[O:11])=[O:10]. The catalyst class is: 17. (5) Reactant: [NH2:1]OS(O)(=O)=O.[CH2:7]([S:9][CH2:10][CH3:11])[CH3:8].[OH-].[Na+].[Cl:14][C:15]1[CH:16]=[C:17]([CH3:27])[C:18]2[NH:23]C(=O)[O:21][C:20](=O)[C:19]=2[CH:26]=1. Product: [NH2:23][C:18]1[C:17]([CH3:27])=[CH:16][C:15]([Cl:14])=[CH:26][C:19]=1[C:20]([N:1]=[S:9]([CH2:10][CH3:11])[CH2:7][CH3:8])=[O:21]. The catalyst class is: 69. (6) Reactant: [SH:1][C:2]1[CH:8]=[CH:7][C:5]([NH2:6])=[CH:4][C:3]=1[C:9]([F:12])([F:11])[F:10].Cl.Cl[CH2:15][C:16]1[N:20]([CH2:21][CH2:22][CH3:23])[CH:19]=[N:18][N:17]=1.C(=O)([O-])[O-].[K+].[K+].CN(C)C=O. Product: [CH2:21]([N:20]1[CH:19]=[N:18][N:17]=[C:16]1[CH2:15][S:1][C:2]1[CH:8]=[CH:7][C:5]([NH2:6])=[CH:4][C:3]=1[C:9]([F:10])([F:11])[F:12])[CH2:22][CH3:23]. The catalyst class is: 6.